Dataset: Catalyst prediction with 721,799 reactions and 888 catalyst types from USPTO. Task: Predict which catalyst facilitates the given reaction. Reactant: [CH:1]([C:3]1[S:7][N:6]=[N:5][C:4]=1[C:8]([O:10][CH3:11])=[O:9])=[O:2].[BH4-].[Na+]. Product: [OH:2][CH2:1][C:3]1[S:7][N:6]=[N:5][C:4]=1[C:8]([O:10][CH3:11])=[O:9]. The catalyst class is: 8.